From a dataset of Full USPTO retrosynthesis dataset with 1.9M reactions from patents (1976-2016). Predict the reactants needed to synthesize the given product. (1) Given the product [OH:1][C:2]1[CH:3]=[CH:4][C:5]2[N:9]=[C:8]([C:10]([N:24]3[CH2:25][CH2:26][C:21](=[CH:20][C:19]4[CH:18]=[CH:17][C:16]([CH3:15])=[CH:28][CH:27]=4)[CH2:22][CH2:23]3)=[O:12])[NH:7][C:6]=2[CH:13]=1, predict the reactants needed to synthesize it. The reactants are: [OH:1][C:2]1[CH:3]=[CH:4][C:5]2[N:9]=[C:8]([C:10]([OH:12])=O)[NH:7][C:6]=2[CH:13]=1.Cl.[CH3:15][C:16]1[CH:28]=[CH:27][C:19]([CH:20]=[C:21]2[CH2:26][CH2:25][NH:24][CH2:23][CH2:22]2)=[CH:18][CH:17]=1. (2) Given the product [CH:15]1([O:14][C:4]2[C:5]3[O:6][C:7]4[CH:13]=[CH:12][CH:11]=[CH:10][C:8]=4[C:9]=3[CH:1]=[CH:2][CH:3]=2)[CH2:19][CH2:18][CH2:17][CH2:16]1, predict the reactants needed to synthesize it. The reactants are: [CH:1]1[C:9]2[C:8]3[CH:10]=[CH:11][CH:12]=[CH:13][C:7]=3[O:6][C:5]=2[C:4]([OH:14])=[CH:3][CH:2]=1.[CH:15]1(Br)[CH2:19][CH2:18][CH2:17][CH2:16]1.[H-].[Na+]. (3) Given the product [O:21]=[C:15]1[CH:14]([N:7]2[C:6](=[O:22])[C:5]3[C:9](=[CH:10][CH:11]=[CH:12][C:4]=3[CH2:3][NH:2][C:29]([C:24]3[CH:25]=[N:26][CH:27]=[CH:28][N:23]=3)=[O:30])[C:8]2=[O:13])[CH2:19][CH2:18][C:17](=[O:20])[NH:16]1, predict the reactants needed to synthesize it. The reactants are: Cl.[NH2:2][CH2:3][C:4]1[CH:12]=[CH:11][CH:10]=[C:9]2[C:5]=1[C:6](=[O:22])[N:7]([CH:14]1[CH2:19][CH2:18][C:17](=[O:20])[NH:16][C:15]1=[O:21])[C:8]2=[O:13].[N:23]1[CH:28]=[CH:27][N:26]=[CH:25][C:24]=1[C:29](Cl)=[O:30].C(N(CC)CC)C. (4) Given the product [OH:23][CH2:22][CH2:21][O:1][C:2]1[CH:3]=[CH:4][C:5]([CH:6]=[C:7]([C:8]([O:10][CH3:11])=[O:9])[C:12]([O:14][CH3:15])=[O:13])=[CH:16][CH:17]=1, predict the reactants needed to synthesize it. The reactants are: [OH:1][C:2]1[CH:17]=[CH:16][C:5]([CH:6]=[C:7]([C:12]([O:14][CH3:15])=[O:13])[C:8]([O:10][CH3:11])=[O:9])=[CH:4][CH:3]=1.[H-].[Na+].Br[CH2:21][CH2:22][OH:23].O.